From a dataset of Full USPTO retrosynthesis dataset with 1.9M reactions from patents (1976-2016). Predict the reactants needed to synthesize the given product. (1) Given the product [CH3:13][O:14][C:15]1[CH:35]=[C:34]([O:36][CH3:37])[CH:33]=[C:32]([O:38][CH3:39])[C:16]=1/[CH:17]=[CH:18]/[S:19]([CH2:22][C:23]1[CH:24]=[CH:25][C:26]([O:30][CH3:31])=[C:27]([NH:29][CH:9]([CH3:10])[C:8]([O:7][CH3:6])=[O:12])[CH:28]=1)(=[O:21])=[O:20], predict the reactants needed to synthesize it. The reactants are: C([O-])(=O)C.[Na+].[CH3:6][O:7][C:8](=[O:12])[CH:9](Br)[CH3:10].[CH3:13][O:14][C:15]1[CH:35]=[C:34]([O:36][CH3:37])[CH:33]=[C:32]([O:38][CH3:39])[C:16]=1/[CH:17]=[CH:18]/[S:19]([CH2:22][C:23]1[CH:24]=[CH:25][C:26]([O:30][CH3:31])=[C:27]([NH2:29])[CH:28]=1)(=[O:21])=[O:20]. (2) Given the product [N:1]1([CH2:23][CH2:22][CH2:21][C:10]2[N:9]=[N+:8]([O-:7])[C:13]3[CH:14]=[C:15]4[C:19]([CH2:18][CH2:17][CH2:16]4)=[CH:20][C:12]=3[N:11]=2)[CH2:6][CH2:5][CH2:4][CH2:3][CH2:2]1, predict the reactants needed to synthesize it. The reactants are: [NH:1]1[CH2:6][CH2:5][CH2:4][CH2:3][CH2:2]1.[O-:7][N+:8]1[C:13]2[CH:14]=[C:15]3[C:19](=[CH:20][C:12]=2[N:11]=[C:10]([CH2:21][CH2:22][CH:23]=O)[N:9]=1)[CH2:18][CH2:17][CH2:16]3.[BH3-]C#N.[Na+].CC(O)=O. (3) Given the product [CH3:14][O:15][C:16]1[CH:17]=[CH:18][C:19]([OH:24])=[C:20]([C:21]2[NH:1][N:2]=[C:3]([C:5]3[C:10]([N+:11]([O-:13])=[O:12])=[CH:9][CH:8]=[CH:7][N:6]=3)[N:4]=2)[CH:23]=1, predict the reactants needed to synthesize it. The reactants are: [NH2:1][NH:2][C:3]([C:5]1[C:10]([N+:11]([O-:13])=[O:12])=[CH:9][CH:8]=[CH:7][N:6]=1)=[NH:4].[CH3:14][O:15][C:16]1[CH:17]=[CH:18][C:19]([OH:24])=[C:20]([CH:23]=1)[CH:21]=O. (4) Given the product [Br:10][C:11]1[CH:16]=[CH:15][CH:14]=[CH:13][C:12]=1[S:9][C:3]1[CH:4]=[CH:5][C:6](/[CH:19]=[CH:20]/[C:21]([N:27]2[CH2:28][CH2:29][CH2:30][CH2:31][CH2:32]2)=[O:22])=[CH:7][C:2]=1[Cl:1], predict the reactants needed to synthesize it. The reactants are: [Cl:1][C:2]1[CH:7]=[C:6](Cl)[CH:5]=[CH:4][C:3]=1[SH:9].[Br:10][C:11]1[CH:16]=[CH:15][CH:14]=[CH:13][C:12]=1S.Cl[C:19]1C=CC=C[C:20]=1[CH:21]=[O:22].[NH2:27][CH2:28][CH2:29][CH2:30][CH2:31][CH2:32]CO.N1CCCCC1. (5) Given the product [Cl:4][C:5]1[C:11]([S:2][CH3:1])=[CH:10][C:8]([NH2:9])=[C:7]([N+:13]([O-:15])=[O:14])[CH:6]=1, predict the reactants needed to synthesize it. The reactants are: [CH3:1][S-:2].[Na+].[Cl:4][C:5]1[C:11](Cl)=[CH:10][C:8]([NH2:9])=[C:7]([N+:13]([O-:15])=[O:14])[CH:6]=1.